This data is from Full USPTO retrosynthesis dataset with 1.9M reactions from patents (1976-2016). The task is: Predict the reactants needed to synthesize the given product. (1) Given the product [CH2:17]([O:16][C:14](=[O:15])[CH2:13][CH2:12][N:8]1[CH2:7][C:6]2[CH:19]=[C:2]([C:25]3[C:24]4[C:28](=[CH:29][C:21]([F:20])=[CH:22][CH:23]=4)[N:27]([C:30]([O:32][C:33]([CH3:36])([CH3:35])[CH3:34])=[O:31])[CH:26]=3)[CH:3]=[CH:4][C:5]=2[S:9]1(=[O:11])=[O:10])[CH3:18].[F:20][C:21]1[CH:29]=[C:28]2[C:24]([C:25]([C:2]3[CH:3]=[CH:4][C:5]4[S:9](=[O:11])(=[O:10])[N:8]([CH2:12][CH2:13][C:14]([O:16][CH2:17][CH3:18])=[O:15])[CH2:7][C:6]=4[CH:19]=3)=[CH:26][NH:27]2)=[CH:23][CH:22]=1, predict the reactants needed to synthesize it. The reactants are: Br[C:2]1[CH:3]=[CH:4][C:5]2[S:9](=[O:11])(=[O:10])[N:8]([CH2:12][CH2:13][C:14]([O:16][CH2:17][CH3:18])=[O:15])[CH2:7][C:6]=2[CH:19]=1.[F:20][C:21]1[CH:29]=[C:28]2[C:24]([C:25](B3OC(C)(C)C(C)(C)O3)=[CH:26][N:27]2[C:30]([O:32][C:33]([CH3:36])([CH3:35])[CH3:34])=[O:31])=[CH:23][CH:22]=1.[O-]P([O-])([O-])=O.[K+].[K+].[K+]. (2) Given the product [CH3:15][C:11]1[N:10]=[C:9]([NH:8][C:4]2[CH:3]=[C:2]([B:19]3[O:20][C:21]([CH3:23])([CH3:22])[C:17]([CH3:33])([CH3:16])[O:18]3)[CH:7]=[CH:6][N:5]=2)[CH:14]=[CH:13][N:12]=1, predict the reactants needed to synthesize it. The reactants are: Cl[C:2]1[CH:7]=[CH:6][N:5]=[C:4]([NH:8][C:9]2[CH:14]=[CH:13][N:12]=[C:11]([CH3:15])[N:10]=2)[CH:3]=1.[CH3:16][C:17]1([CH3:33])[C:21]([CH3:23])([CH3:22])[O:20][B:19]([B:19]2[O:20][C:21]([CH3:23])([CH3:22])[C:17]([CH3:33])([CH3:16])[O:18]2)[O:18]1.CC([O-])=O.[K+]. (3) Given the product [NH2:10][C:6]1[C:7]([CH3:9])=[CH:8][C:3](/[CH:27]=[C:22](\[C:20]([O:19][CH2:12][C:13]2[CH:18]=[CH:17][CH:16]=[CH:15][CH:14]=2)=[O:21])/[C:23]([O:25][CH3:26])=[O:24])=[CH:4][C:5]=1[CH3:11], predict the reactants needed to synthesize it. The reactants are: Cl.I[C:3]1[CH:8]=[C:7]([CH3:9])[C:6]([NH2:10])=[C:5]([CH3:11])[CH:4]=1.[CH2:12]([O:19][C:20]([C:22](=[CH2:27])[C:23]([O:25][CH3:26])=[O:24])=[O:21])[C:13]1[CH:18]=[CH:17][CH:16]=[CH:15][CH:14]=1.C(N(CC)CC)C. (4) Given the product [C:1]([C:5]1[N:10]=[C:9]2[N:11]([CH2:29][C:23]3[CH:24]=[CH:25][C:26]([F:28])=[CH:27][C:22]=3[Cl:21])[N:12]=[CH:13][C:8]2=[C:7]([N:14]2[CH2:18][CH2:17][C:16]([F:19])([F:20])[CH2:15]2)[N:6]=1)([CH3:4])([CH3:2])[CH3:3], predict the reactants needed to synthesize it. The reactants are: [C:1]([C:5]1[N:10]=[C:9]2[NH:11][N:12]=[CH:13][C:8]2=[C:7]([N:14]2[CH2:18][CH2:17][C:16]([F:20])([F:19])[CH2:15]2)[N:6]=1)([CH3:4])([CH3:3])[CH3:2].[Cl:21][C:22]1[CH:27]=[C:26]([F:28])[CH:25]=[CH:24][C:23]=1[CH2:29]Cl.C(=O)([O-])[O-].[K+].[K+]. (5) Given the product [CH2:1]([NH:34][C@H:35]([C:38]([NH2:23])=[O:40])[CH2:36][SH:37])[CH2:2][CH2:3][CH2:4][CH2:5][CH2:6][CH2:7][CH2:8]/[CH:9]=[CH:10]\[CH2:11][CH2:12][CH2:13][CH2:14][CH2:15][CH2:16][CH2:17][CH3:18], predict the reactants needed to synthesize it. The reactants are: [C:1](O)(=O)[CH2:2][CH2:3][CH2:4][CH2:5][CH2:6][CH2:7][CH2:8]/[CH:9]=[CH:10]\[CH2:11][CH2:12][CH2:13][CH2:14][CH2:15][CH2:16][CH2:17][CH3:18].C([N:23](CC)CC)C.ClC(OCC)=O.[NH2:34][C@H:35]([C:38]([OH:40])=O)[CH2:36][SH:37]. (6) Given the product [Br:1][C:2]1[CH:3]=[N:4][N:5]2[CH:10]=[CH:9][C:8]([N:22]3[CH2:21][CH2:20][N:19]([C:17]([O:16][C:12]([CH3:15])([CH3:14])[CH3:13])=[O:18])[CH2:24][CH2:23]3)=[N:7][C:6]=12, predict the reactants needed to synthesize it. The reactants are: [Br:1][C:2]1[CH:3]=[N:4][N:5]2[CH:10]=[CH:9][C:8](Cl)=[N:7][C:6]=12.[C:12]([O:16][C:17]([N:19]1[CH2:24][CH2:23][NH:22][CH2:21][CH2:20]1)=[O:18])([CH3:15])([CH3:14])[CH3:13].C(N(C(C)C)CC)(C)C. (7) Given the product [CH2:37]([C:29]1[N:28]([C:17]2[N:16]=[C:15]3[C:20]([N:21]=[C:13]([C:10]4([O:12][CH3:43])[CH2:9][N:8]([C:6]([O:5][C:1]([CH3:4])([CH3:3])[CH3:2])=[O:7])[CH2:11]4)[N:14]3[CH3:39])=[C:19]([N:22]3[CH2:23][CH2:24][O:25][CH2:26][CH2:27]3)[N:18]=2)[C:32]2[CH:33]=[CH:34][CH:35]=[CH:36][C:31]=2[N:30]=1)[CH3:38], predict the reactants needed to synthesize it. The reactants are: [C:1]([O:5][C:6]([N:8]1[CH2:11][C:10]([C:13]2[N:14]([CH3:39])[C:15]3[C:20]([N:21]=2)=[C:19]([N:22]2[CH2:27][CH2:26][O:25][CH2:24][CH2:23]2)[N:18]=[C:17]([N:28]2[C:32]4[CH:33]=[CH:34][CH:35]=[CH:36][C:31]=4[N:30]=[C:29]2[CH2:37][CH3:38])[N:16]=3)([OH:12])[CH2:9]1)=[O:7])([CH3:4])([CH3:3])[CH3:2].[H-].[Na+].I[CH3:43]. (8) Given the product [CH:10]1([C:2]2[CH:3]=[CH:4][C:5]([C:8]#[N:9])=[N:6][CH:7]=2)[CH2:12][CH2:11]1, predict the reactants needed to synthesize it. The reactants are: Cl[C:2]1[CH:3]=[CH:4][C:5]([C:8]#[N:9])=[N:6][CH:7]=1.[CH:10]1(B(O)O)[CH2:12][CH2:11]1.P([O-])([O-])([O-])=O.[K+].[K+].[K+].C1(C)C=CC=CC=1.